Dataset: NCI-60 drug combinations with 297,098 pairs across 59 cell lines. Task: Regression. Given two drug SMILES strings and cell line genomic features, predict the synergy score measuring deviation from expected non-interaction effect. Drug 1: CC1C(C(CC(O1)OC2CC(CC3=C2C(=C4C(=C3O)C(=O)C5=C(C4=O)C(=CC=C5)OC)O)(C(=O)C)O)N)O.Cl. Cell line: RXF 393. Drug 2: CS(=O)(=O)CCNCC1=CC=C(O1)C2=CC3=C(C=C2)N=CN=C3NC4=CC(=C(C=C4)OCC5=CC(=CC=C5)F)Cl. Synergy scores: CSS=10.8, Synergy_ZIP=-2.13, Synergy_Bliss=5.86, Synergy_Loewe=-6.07, Synergy_HSA=2.43.